Task: Predict the product of the given reaction.. Dataset: Forward reaction prediction with 1.9M reactions from USPTO patents (1976-2016) Given the reactants [CH3:1][O:2][C:3](=[O:15])[C:4]1[C:5](=[C:10]([OH:14])[CH:11]=[CH:12][CH:13]=1)[C:6]([O:8][CH3:9])=[O:7].C(=O)([O-])[O-].[K+].[K+].[Br:22][C:23]1[CH:24]=[C:25]([CH:28]=[CH:29][CH:30]=1)[CH2:26]Br, predict the reaction product. The product is: [CH3:1][O:2][C:3](=[O:15])[C:4]1[C:5](=[C:10]([O:14][CH2:26][C:25]2[CH:28]=[CH:29][CH:30]=[C:23]([Br:22])[CH:24]=2)[CH:11]=[CH:12][CH:13]=1)[C:6]([O:8][CH3:9])=[O:7].